Dataset: Forward reaction prediction with 1.9M reactions from USPTO patents (1976-2016). Task: Predict the product of the given reaction. (1) Given the reactants [NH2:1][N:2]1[C:7](=[O:8])[C:6]2[S:9][CH:10]=[CH:11][C:5]=2[C:4]([C:12]2[CH:17]=[CH:16][CH:15]=[CH:14][CH:13]=2)=[N:3]1.[OH:18][C:19]12[CH2:28][CH:23]3[CH2:24][CH:25]([CH2:27][C:21]([CH2:29][C:30](O)=[O:31])([CH2:22]3)[CH2:20]1)[CH2:26]2, predict the reaction product. The product is: [OH:18][C:19]12[CH2:28][CH:23]3[CH2:24][CH:25]([CH2:27][C:21]([CH2:29][C:30]([NH:1][N:2]4[C:7](=[O:8])[C:6]5[S:9][CH:10]=[CH:11][C:5]=5[C:4]([C:12]5[CH:17]=[CH:16][CH:15]=[CH:14][CH:13]=5)=[N:3]4)=[O:31])([CH2:22]3)[CH2:20]1)[CH2:26]2. (2) Given the reactants [F:1][C:2]1[C:3]([NH:12][C:13]2[CH:18]=[CH:17][C:16]([I:19])=[CH:15][C:14]=2[F:20])=[C:4]([CH:8]=[CH:9][C:10]=1[F:11])[C:5]([OH:7])=O.CN1CCOCC1.C1(P(Cl)(C2C=CC=CC=2)=O)C=CC=CC=1.[C:43]([O:47][C:48](=[O:55])[N:49]([CH2:51][CH2:52][O:53][NH2:54])[CH3:50])([CH3:46])([CH3:45])[CH3:44], predict the reaction product. The product is: [C:43]([O:47][C:48](=[O:55])[N:49]([CH2:51][CH2:52][O:53][NH:54][C:5]([C:4]1[CH:8]=[CH:9][C:10]([F:11])=[C:2]([F:1])[C:3]=1[NH:12][C:13]1[CH:18]=[CH:17][C:16]([I:19])=[CH:15][C:14]=1[F:20])=[O:7])[CH3:50])([CH3:46])([CH3:44])[CH3:45]. (3) Given the reactants [CH3:1][O:2][C:3](=[O:33])[C@@:4]([CH3:32])([N:27]1[CH:31]=[CH:30][CH:29]=[CH:28]1)[CH2:5][C:6]1[CH:11]=[CH:10][C:9]([O:12][CH2:13][CH2:14][C:15]2[N:16]=[C:17]([C:21]3[CH:26]=[CH:25][CH:24]=[CH:23][CH:22]=3)[O:18][C:19]=2[CH3:20])=[CH:8][CH:7]=1.[OH-].[Li+].Cl, predict the reaction product. The product is: [CH3:1][O:2][C:3](=[O:33])[C:4]([CH3:32])([N:27]1[CH:31]=[CH:30][CH:29]=[CH:28]1)[CH2:5][C:6]1[CH:11]=[CH:10][C:9]([O:12][CH2:13][CH2:14][C:15]2[N:16]=[C:17]([C:21]3[CH:22]=[CH:23][CH:24]=[CH:25][CH:26]=3)[O:18][C:19]=2[CH3:20])=[CH:8][CH:7]=1. (4) Given the reactants [OH:1][C:2]1[CH:7]=[CH:6][CH:5]=[CH:4][C:3]=1[CH2:8][C:9]([OH:11])=[O:10].CC(C)([O-])C.[K+].[CH3:18][O:19][C:20]1[CH:27]=[CH:26][C:23]([CH2:24]Cl)=[CH:22][CH:21]=1, predict the reaction product. The product is: [OH:1][C:2]1[CH:7]=[CH:6][CH:5]=[CH:4][C:3]=1[CH2:8][C:9]([O:11][CH2:24][C:23]1[CH:26]=[CH:27][C:20]([O:19][CH3:18])=[CH:21][CH:22]=1)=[O:10]. (5) Given the reactants C(OC([N:8]1[CH2:13][CH2:12][CH:11]([CH2:14][NH:15][C:16]2[CH:21]=[CH:20][N:19]=[C:18]([Cl:22])[N:17]=2)[CH2:10][CH2:9]1)=O)(C)(C)C.C([O-])(=O)C.[Na+].[H][H], predict the reaction product. The product is: [ClH:22].[N:19]1[CH:20]=[CH:21][C:16]([NH:15][CH2:14][CH:11]2[CH2:10][CH2:9][NH:8][CH2:13][CH2:12]2)=[N:17][CH:18]=1.